Task: Predict the reactants needed to synthesize the given product.. Dataset: Full USPTO retrosynthesis dataset with 1.9M reactions from patents (1976-2016) Given the product [CH3:3][O:2][C:1]([N:15]1[CH:16]=[CH:17][CH2:18][C:13]([CH:9]2[CH2:10][CH2:11][CH2:12][N:8]2[CH3:7])=[CH:14]1)=[O:6], predict the reactants needed to synthesize it. The reactants are: [C:1](=[O:6])(OC)[O:2][CH3:3].[CH3:7][N:8]1[CH2:12][CH2:11][CH2:10][CH:9]1[C:13]1[CH:18]([Si](C)(C)C)[CH:17]=[CH:16][N:15]([Si](C)(C)C)[CH:14]=1.CCCC[N+](CCCC)(CCCC)CCCC.[F-].